This data is from Reaction yield outcomes from USPTO patents with 853,638 reactions. The task is: Predict the reaction yield, written as a fraction of the theoretical maximum amount of product (1.0 means a 100% yield; for example, 0.34 means a 34% yield). (1) The reactants are [C:1]([O:4][CH:5]1[C:9]2=[N:10][CH:11]=[C:12]([NH2:29])[C:13]([N:14]3[CH2:19][C@H:18]([CH3:20])[CH2:17][C@H:16]([NH:21][C:22]([O:24][C:25]([CH3:28])([CH3:27])[CH3:26])=[O:23])[CH2:15]3)=[C:8]2[CH2:7][CH2:6]1)(=[O:3])[CH3:2].[C:30]([O:34][C:35]([NH:37][C:38]1[C:39]([C:53](O)=[O:54])=[N:40][C:41]([C:45]2[C:50]([F:51])=[CH:49][CH:48]=[CH:47][C:46]=2[F:52])=[C:42]([F:44])[CH:43]=1)=[O:36])([CH3:33])([CH3:32])[CH3:31].CN(C(ON1N=NC2C=CC=NC1=2)=[N+](C)C)C.F[P-](F)(F)(F)(F)F.CCN(C(C)C)C(C)C. The catalyst is CN(C=O)C.CO. The product is [C:1]([O:4][CH:5]1[C:9]2=[N:10][CH:11]=[C:12]([NH:29][C:53]([C:39]3[C:38]([NH:37][C:35]([O:34][C:30]([CH3:33])([CH3:32])[CH3:31])=[O:36])=[CH:43][C:42]([F:44])=[C:41]([C:45]4[C:50]([F:51])=[CH:49][CH:48]=[CH:47][C:46]=4[F:52])[N:40]=3)=[O:54])[C:13]([N:14]3[CH2:19][C@H:18]([CH3:20])[CH2:17][C@H:16]([NH:21][C:22]([O:24][C:25]([CH3:28])([CH3:27])[CH3:26])=[O:23])[CH2:15]3)=[C:8]2[CH2:7][CH2:6]1)(=[O:3])[CH3:2]. The yield is 0.590. (2) The reactants are [NH2:1][C:2]1[S:3][C:4]2[C:10]([N:11]3[CH2:16][CH2:15][O:14][CH2:13][CH2:12]3)=[CH:9][CH:8]=[C:7]([O:17][CH3:18])[C:5]=2[N:6]=1.[C:19](Cl)(Cl)=[O:20].[NH:23]1[CH2:28][CH2:27][O:26][CH2:25][CH2:24]1. No catalyst specified. The product is [CH3:18][O:17][C:7]1[C:5]2[N:6]=[C:2]([NH:1][C:19]([N:23]3[CH2:28][CH2:27][O:26][CH2:25][CH2:24]3)=[O:20])[S:3][C:4]=2[C:10]([N:11]2[CH2:16][CH2:15][O:14][CH2:13][CH2:12]2)=[CH:9][CH:8]=1. The yield is 0.250. (3) The reactants are [Br:1][C:2]1[CH:3]=[C:4]([NH2:9])[C:5]([NH2:8])=[CH:6][CH:7]=1.[C:10](O)([C:12]([F:15])([F:14])[F:13])=O.Cl. No catalyst specified. The product is [Br:1][C:2]1[CH:7]=[CH:6][C:5]2[NH:8][C:10]([C:12]([F:15])([F:14])[F:13])=[N:9][C:4]=2[CH:3]=1. The yield is 0.600. (4) The reactants are [CH3:1][O:2][C:3](=[O:6])[CH2:4][OH:5].[H-].[Na+].Cl[C:10]1[C:15]([N+:16]([O-:18])=[O:17])=[CH:14][C:13]([CH3:19])=[CH:12][N:11]=1.O. The catalyst is O1CCCC1. The product is [CH3:1][O:2][C:3](=[O:6])[CH2:4][O:5][C:10]1[C:15]([N+:16]([O-:18])=[O:17])=[CH:14][C:13]([CH3:19])=[CH:12][N:11]=1. The yield is 0.770.